From a dataset of Full USPTO retrosynthesis dataset with 1.9M reactions from patents (1976-2016). Predict the reactants needed to synthesize the given product. (1) Given the product [CH3:1][O:2][CH2:3][CH2:4][CH2:5][C:6]1[N:11]=[CH:10][C:9]([C:12]2[CH:13]=[C:14]3[CH:20]=[CH:19][NH:18][C:15]3=[N:16][CH:17]=2)=[CH:8][CH:7]=1, predict the reactants needed to synthesize it. The reactants are: [CH3:1][O:2][CH2:3][C:4]#[C:5][C:6]1[N:11]=[CH:10][C:9]([C:12]2[CH:13]=[C:14]3[CH:20]=[CH:19][NH:18][C:15]3=[N:16][CH:17]=2)=[CH:8][CH:7]=1. (2) Given the product [CH:32]1([CH2:31][O:30][C:22]2[CH:23]=[CH:24][C:25]([CH:27]([F:29])[F:28])=[CH:26][C:21]=2[C:20]2[C:15]3[NH:14][C:13]([CH3:35])=[C:12]([C:10]([NH:9][C@H:5]4[CH2:4][C@H:3]([NH:2][C:36](=[O:39])[CH2:37][CH3:38])[C@@H:7]([F:8])[CH2:6]4)=[O:11])[C:16]=3[N:17]=[CH:18][N:19]=2)[CH2:34][CH2:33]1, predict the reactants needed to synthesize it. The reactants are: Cl.[NH2:2][C@@H:3]1[C@@H:7]([F:8])[CH2:6][C@@H:5]([NH:9][C:10]([C:12]2[C:16]3[N:17]=[CH:18][N:19]=[C:20]([C:21]4[CH:26]=[C:25]([CH:27]([F:29])[F:28])[CH:24]=[CH:23][C:22]=4[O:30][CH2:31][CH:32]4[CH2:34][CH2:33]4)[C:15]=3[NH:14][C:13]=2[CH3:35])=[O:11])[CH2:4]1.[C:36](Cl)(=[O:39])[CH2:37][CH3:38]. (3) Given the product [N:25]1([C:23]([C:8]2[CH:9]=[C:10]3[C:15](=[C:6]([CH:2]4[CH2:3][CH2:4][CH2:5][NH:1]4)[CH:7]=2)[O:14][C:13]([N:16]2[CH2:17][CH2:18][O:19][CH2:20][CH2:21]2)=[CH:12][C:11]3=[O:22])=[O:24])[CH2:30][CH2:29][O:28][CH2:27][CH2:26]1, predict the reactants needed to synthesize it. The reactants are: [NH:1]1[CH2:5][CH:4]=[CH:3][CH:2]1[C:6]1[CH:7]=[C:8]([C:23]([N:25]2[CH2:30][CH2:29][O:28][CH2:27][CH2:26]2)=[O:24])[CH:9]=[C:10]2[C:15]=1[O:14][C:13]([N:16]1[CH2:21][CH2:20][O:19][CH2:18][CH2:17]1)=[CH:12][C:11]2=[O:22].